The task is: Predict which catalyst facilitates the given reaction.. This data is from Catalyst prediction with 721,799 reactions and 888 catalyst types from USPTO. (1) Reactant: [C:1]1([C:7]2[CH:8]=[N:9][NH:10][C:11]=2[CH2:12][CH2:13][CH3:14])[CH:6]=[CH:5][CH:4]=[CH:3][CH:2]=1.[Br:15]N1C(=O)CCC1=O. Product: [Br:15][C:8]1[C:7]([C:1]2[CH:2]=[CH:3][CH:4]=[CH:5][CH:6]=2)=[C:11]([CH2:12][CH2:13][CH3:14])[NH:10][N:9]=1. The catalyst class is: 10. (2) Reactant: [B-](F)(F)(F)F.CN(C(ON1N=NC2C1=CC=CC=2)=[N+](C)C)C.C(N(C(C)C)CC)(C)C.[C:32]([O:36][C:37]([NH:39][CH2:40][C@H:41]([N:45]1[CH2:50][CH2:49][N:48]([C:51](=[O:55])[CH:52]([CH3:54])[CH3:53])[CH2:47][CH2:46]1)[C:42](O)=[O:43])=[O:38])([CH3:35])([CH3:34])[CH3:33].Cl.[CH2:57]([O:60][NH2:61])[CH:58]=[CH2:59].C(=O)([O-])O.[Na+]. Product: [CH2:57]([O:60][NH:61][C:42]([C@@H:41]([N:45]1[CH2:50][CH2:49][N:48]([C:51](=[O:55])[CH:52]([CH3:53])[CH3:54])[CH2:47][CH2:46]1)[CH2:40][NH:39][C:37](=[O:38])[O:36][C:32]([CH3:33])([CH3:34])[CH3:35])=[O:43])[CH:58]=[CH2:59]. The catalyst class is: 42. (3) Reactant: [OH:1][CH2:2][C:3]([CH3:7])([CH2:5][OH:6])[CH3:4].[C:8]([O:13]C)(=O)[C:9]([CH3:11])=[CH2:10].[CH3:15][C:16]([CH3:19])([O-])[CH3:17].[K+].CC1(C)N([O])C(C)(C)CC([OH:31])C1. Product: [C:15]([O:1][CH2:2][C:3]([CH3:7])([CH2:5][O:6][C:8](=[O:13])[C:9]([CH3:11])=[CH2:10])[CH3:4])(=[O:31])[C:16]([CH3:19])=[CH2:17]. The catalyst class is: 5. (4) Reactant: [CH:1]([N:4]1[CH2:9][CH2:8][N:7]([C:10]([C:12]2[CH:13]=[C:14]3[C:18](=[CH:19][CH:20]=2)[NH:17][C:16]([C:21]([OH:23])=O)=[CH:15]3)=[O:11])[CH2:6][CH2:5]1)([CH3:3])[CH3:2].Cl.F[B-](F)(F)F.N1(OC(N(C)C)=[N+](C)C)C2C=CC=CC=2N=N1.[CH3:47][O:48][CH:49]1[CH2:54][CH2:53][NH:52][CH2:51][CH2:50]1.C(N(CC)C(C)C)(C)C. Product: [CH:1]([N:4]1[CH2:5][CH2:6][N:7]([C:10]([C:12]2[CH:13]=[C:14]3[C:18](=[CH:19][CH:20]=2)[NH:17][C:16]([C:21]([N:52]2[CH2:53][CH2:54][CH:49]([O:48][CH3:47])[CH2:50][CH2:51]2)=[O:23])=[CH:15]3)=[O:11])[CH2:8][CH2:9]1)([CH3:3])[CH3:2]. The catalyst class is: 9. (5) Reactant: C(Cl)(=O)C(Cl)=O.CS(C)=O.[Si:11]([O:18][C@@H:19]1[C@@H:23]([OH:24])[CH2:22][N:21]([C:25](=[O:53])[CH2:26][O:27][C:28]2[CH:52]=[CH:51][C:31]([CH2:32][NH:33][C:34]([C:36]3[CH:50]=[CH:49][C:39]([CH2:40][NH:41][C:42](=[O:48])[O:43][C:44]([CH3:47])([CH3:46])[CH3:45])=[CH:38][CH:37]=3)=[O:35])=[CH:30][CH:29]=2)[CH2:20]1)([C:14]([CH3:17])([CH3:16])[CH3:15])([CH3:13])[CH3:12].C(N(CC)CC)C. Product: [Si:11]([O:18][C@@H:19]1[C:23](=[O:24])[CH2:22][N:21]([C:25](=[O:53])[CH2:26][O:27][C:28]2[CH:52]=[CH:51][C:31]([CH2:32][NH:33][C:34]([C:36]3[CH:37]=[CH:38][C:39]([CH2:40][NH:41][C:42](=[O:48])[O:43][C:44]([CH3:46])([CH3:47])[CH3:45])=[CH:49][CH:50]=3)=[O:35])=[CH:30][CH:29]=2)[CH2:20]1)([C:14]([CH3:15])([CH3:16])[CH3:17])([CH3:13])[CH3:12]. The catalyst class is: 20. (6) Reactant: [C:1]([O-:4])(=[O:3])[CH3:2].[CH3:5][C:6]([O-])(C)C.[K+].[N:11]1[CH:16]=[CH:15][CH:14]=[C:13]([CH:17]=O)[N:12]=1.O. Product: [N:11]1[CH:16]=[CH:15][CH:14]=[C:13](/[CH:17]=[CH:2]/[C:1]([O:4][CH2:5][CH3:6])=[O:3])[N:12]=1. The catalyst class is: 1. (7) Reactant: [CH2:1]([N:3]1[C:12]2[C:11](=[O:13])[NH:10][CH2:9][C:8]([C:14]3[CH:19]=[CH:18][CH:17]=[C:16]([O:20]C)[CH:15]=3)=[N:7][C:6]=2[C:5]([CH3:22])=[N:4]1)[CH3:2].B(Br)(Br)Br. The catalyst class is: 4. Product: [CH2:1]([N:3]1[C:12]2[C:11](=[O:13])[NH:10][CH2:9][C:8]([C:14]3[CH:19]=[CH:18][CH:17]=[C:16]([OH:20])[CH:15]=3)=[N:7][C:6]=2[C:5]([CH3:22])=[N:4]1)[CH3:2].